Dataset: Full USPTO retrosynthesis dataset with 1.9M reactions from patents (1976-2016). Task: Predict the reactants needed to synthesize the given product. (1) Given the product [CH3:11][C:4]1[CH:3]=[C:2]([N:19]2[CH:12]=[CH:20][N:21]=[CH:22][NH:18]2)[CH:7]=[CH:6][C:5]=1[N+:8]([O-:10])=[O:9], predict the reactants needed to synthesize it. The reactants are: F[C:2]1[CH:7]=[CH:6][C:5]([N+:8]([O-:10])=[O:9])=[C:4]([CH3:11])[CH:3]=1.[C:12]([O-])([O-])=O.[Na+].[Na+].[NH:18]1[CH:22]=[N:21][CH:20]=[N:19]1. (2) Given the product [C:35](/[C:34](=[C:24]1/[C:25]2[CH:32]=[C:31]([F:33])[CH:30]=[CH:29][C:26]=2[O:27][CH2:28][C:22]2[CH:21]=[C:20]([C:10]([O:9][CH2:8][CH2:7][CH3:6])=[O:48])[CH:39]=[CH:38][C:23]/1=2)/[CH3:37])#[N:36], predict the reactants needed to synthesize it. The reactants are: BrC1C=CC2[C:6](=O)[C:7]3C=C(F)C=C[C:8]=3[O:9][CH2:10]C=2C=1.Br[C:20]1[CH:39]=[CH:38][C:23]2/[C:24](=[C:34](/[CH3:37])\[C:35]#[N:36])/[C:25]3[CH:32]=[C:31]([F:33])[CH:30]=[CH:29][C:26]=3[O:27][CH2:28][C:22]=2[CH:21]=1.BrC1C=CC2/C(=C(\C)/C#N)/C3C=C(F)C=CC=3[O:48]CC=2C=1.BrC1C=CC2/C(=C3/C(CC#N)C/3)/C3C=CC=CC=3OCC=2C=1. (3) Given the product [C:13]1([P:6]([C:19]2[CH:24]=[CH:23][CH:22]=[CH:21][CH:20]=2)([C:7]2[CH:8]=[CH:9][CH:10]=[CH:11][CH:12]=2)=[CH:5][C:4]([O:3][CH3:2])=[O:25])[CH:14]=[CH:15][CH:16]=[CH:17][CH:18]=1, predict the reactants needed to synthesize it. The reactants are: [Br-].[CH3:2][O:3][C:4](=[O:25])[CH2:5][P+:6]([C:19]1[CH:24]=[CH:23][CH:22]=[CH:21][CH:20]=1)([C:13]1[CH:18]=[CH:17][CH:16]=[CH:15][CH:14]=1)[C:7]1[CH:12]=[CH:11][CH:10]=[CH:9][CH:8]=1.[OH-].[Na+]. (4) The reactants are: [CH:1]1[C:6]([C:7]2[O:17][C:16]3[CH:15]=[C:14]([OH:18])[CH:13]=[C:12]([OH:19])[C:11]=3[C:9](=[O:10])[C:8]=2[OH:20])=[CH:5][C:4]([OH:21])=[C:3]([OH:22])[CH:2]=1.[C:23]([C:32]1[CH:37]=[CH:36][CH:35]=[CH:34][CH:33]=1)([C:26]1[CH:31]=[CH:30][CH:29]=[CH:28][CH:27]=1)(Cl)Cl. Given the product [C:26]1([C:23]2([C:32]3[CH:33]=[CH:34][CH:35]=[CH:36][CH:37]=3)[O:22][C:3]3[CH:2]=[CH:1][C:6]([C:7]4[O:17][C:16]5[CH:15]=[C:14]([OH:18])[CH:13]=[C:12]([OH:19])[C:11]=5[C:9](=[O:10])[C:8]=4[OH:20])=[CH:5][C:4]=3[O:21]2)[CH:31]=[CH:30][CH:29]=[CH:28][CH:27]=1, predict the reactants needed to synthesize it. (5) Given the product [CH:1]1([CH:4]([C:26]2[CH:27]=[N:28][C:29]([O:32][CH3:33])=[CH:30][CH:31]=2)[O:5][C:6]2[CH:23]=[CH:22][C:9]([CH2:10][NH:11][C:12]3[C:17]([N+:18]([O-:20])=[O:19])=[CH:16][C:15]([C:38]4[CH:37]=[N:36][N:35]([CH3:34])[CH:39]=4)=[CH:14][N:13]=3)=[CH:8][C:7]=2[O:24][CH3:25])[CH2:3][CH2:2]1, predict the reactants needed to synthesize it. The reactants are: [CH:1]1([CH:4]([C:26]2[CH:27]=[N:28][C:29]([O:32][CH3:33])=[CH:30][CH:31]=2)[O:5][C:6]2[CH:23]=[CH:22][C:9]([CH2:10][NH:11][C:12]3[C:17]([N+:18]([O-:20])=[O:19])=[CH:16][C:15](I)=[CH:14][N:13]=3)=[CH:8][C:7]=2[O:24][CH3:25])[CH2:3][CH2:2]1.[CH3:34][N:35]1[CH:39]=[C:38](B2OC(C)(C)C(C)(C)O2)[CH:37]=[N:36]1.C(=O)([O-])[O-].[K+].[K+]. (6) The reactants are: [CH:1]([C:4]1[N:9]([C:10]2[CH:15]=[CH:14][CH:13]=[CH:12][CH:11]=2)[C:8](=[O:16])[CH:7]=[C:6]([NH:17][C:18]2[CH:27]=[CH:26][CH:25]=[CH:24][C:19]=2C(OC)=O)[CH:5]=1)([CH3:3])[CH3:2].[C:28](=[O:31])(O)[O-].[K+]. Given the product [CH:1]([C:4]1[N:9]([C:10]2[CH:15]=[CH:14][CH:13]=[CH:12][CH:11]=2)[C:28](=[O:31])[C:7]2[C:8](=[O:16])[C:27]3[CH:26]=[CH:25][CH:24]=[CH:19][C:18]=3[NH:17][C:6]=2[CH:5]=1)([CH3:3])[CH3:2], predict the reactants needed to synthesize it. (7) Given the product [Br:1][C:2]1[CH:3]=[CH:4][C:5]([N:8]2[CH2:13][CH2:12][N:11]([CH2:20][CH:21]([F:23])[F:22])[CH2:10][CH2:9]2)=[CH:6][CH:7]=1, predict the reactants needed to synthesize it. The reactants are: [Br:1][C:2]1[CH:7]=[CH:6][C:5]([N:8]2[CH2:13][CH2:12][NH:11][CH2:10][CH2:9]2)=[CH:4][CH:3]=1.FC(F)(F)S(O[CH2:20][CH:21]([F:23])[F:22])(=O)=O.C([O-])([O-])=O.[K+].[K+]. (8) Given the product [OH:8][CH2:7][CH:3]1[CH2:4][CH2:5][CH2:6][N:1]([C:9]([O:11][C:12]([CH3:15])([CH3:14])[CH3:13])=[O:10])[CH2:2]1, predict the reactants needed to synthesize it. The reactants are: [NH:1]1[CH2:6][CH2:5][CH2:4][CH:3]([CH2:7][OH:8])[CH2:2]1.[C:9](O[C:9]([O:11][C:12]([CH3:15])([CH3:14])[CH3:13])=[O:10])([O:11][C:12]([CH3:15])([CH3:14])[CH3:13])=[O:10].